From a dataset of Reaction yield outcomes from USPTO patents with 853,638 reactions. Predict the reaction yield, written as a fraction of the theoretical maximum amount of product (1.0 means a 100% yield; for example, 0.34 means a 34% yield). (1) The yield is 0.580. The product is [Cl:1][C:2]1[C:3]([CH2:13][O:14][C:32]2[CH:33]=[N:34][C:35]([O:36][CH2:37][C:38]([F:43])([F:42])[CH:39]([F:41])[F:40])=[C:30]([Cl:29])[CH:31]=2)=[CH:4][C:5]([F:12])=[C:6]([CH:11]=1)[C:7]([O:9][CH3:10])=[O:8]. The catalyst is O1CCCC1.C(OCC)(=O)C. The reactants are [Cl:1][C:2]1[C:3]([CH2:13][OH:14])=[CH:4][C:5]([F:12])=[C:6]([CH:11]=1)[C:7]([O:9][CH3:10])=[O:8].CS(Cl)(=O)=O.C(N(CC)C(C)C)(C)C.[Cl:29][C:30]1[CH:31]=[C:32](O)[CH:33]=[N:34][C:35]=1[O:36][CH2:37][C:38]([F:43])([F:42])[CH:39]([F:41])[F:40].C(=O)([O-])[O-].[K+].[K+]. (2) The reactants are [N:1]1[C:10]2[C:5](=[CH:6][C:7]([CH2:11][N:12]3C(=O)C4C(=CC=CC=4)C3=O)=[CH:8][CH:9]=2)[CH:4]=[CH:3][CH:2]=1.O.NN. The catalyst is CO. The product is [N:1]1[C:10]2[C:5](=[CH:6][C:7]([CH2:11][NH2:12])=[CH:8][CH:9]=2)[CH:4]=[CH:3][CH:2]=1. The yield is 0.410. (3) The reactants are CN1C=C([C:7]2[NH:36][C:10]3=[N:11][CH:12]=[CH:13][C:14]([C:15]4[CH:20]=[CH:19][C:18](C5(NC(C6OC(C(C)(C)C)=NN=6)=O)CC5)=[CH:17][CH:16]=4)=[C:9]3[N:8]=2)C=N1.BrC1C=CN=C2NC([C:47]3[CH:52]=[CH:51][C:50]([C:53]([N:55]4[CH2:60][CH2:59][O:58][CH2:57][CH2:56]4)=[O:54])=[CH:49][CH:48]=3)=NC=12.[C:61]([C:65]1[CH:66]=[C:67]2[C:72](=[CH:73][CH:74]=1)[C:71](=[O:75])[N:70]([CH2:76]C1C=CC(B3OC(C)(C)C(C)(C)O3)=CC=1)[CH2:69][CH2:68]2)([CH3:64])([CH3:63])[CH3:62].P([O-])([O-])([O-])=O.[K+].[K+].[K+].C([O-])(=O)C.[Na+].C(#N)C. No catalyst specified. The product is [C:61]([C:65]1[CH:66]=[C:67]2[C:72](=[CH:73][CH:74]=1)[C:71](=[O:75])[N:70]([CH2:76][C:18]1[CH:19]=[CH:20][C:15]([C:14]3[CH:13]=[CH:12][N:11]=[C:10]4[NH:36][C:7]([C:47]5[CH:48]=[CH:49][C:50]([C:53]([N:55]6[CH2:56][CH2:57][O:58][CH2:59][CH2:60]6)=[O:54])=[CH:51][CH:52]=5)=[N:8][C:9]=34)=[CH:16][CH:17]=1)[CH2:69][CH2:68]2)([CH3:64])([CH3:62])[CH3:63]. The yield is 0.340.